Dataset: Catalyst prediction with 721,799 reactions and 888 catalyst types from USPTO. Task: Predict which catalyst facilitates the given reaction. (1) Reactant: [ClH:1].[N:2]1([C:11](=[O:36])/[CH:12]=[CH:13]/[C@@H:14]([NH:19][C:20]([C:22]2([NH:28]C(=O)OC(C)(C)C)[CH2:27][CH2:26][O:25][CH2:24][CH2:23]2)=[O:21])[CH2:15][CH:16]([CH3:18])[CH3:17])[C:10]2[C:5](=[CH:6][CH:7]=[CH:8][CH:9]=2)[CH2:4][CH2:3]1. Product: [ClH:1].[NH2:28][C:22]1([C:20]([NH:19][C@@H:14]([CH2:15][CH:16]([CH3:18])[CH3:17])/[CH:13]=[CH:12]/[C:11]([N:2]2[C:10]3[C:5](=[CH:6][CH:7]=[CH:8][CH:9]=3)[CH2:4][CH2:3]2)=[O:36])=[O:21])[CH2:27][CH2:26][O:25][CH2:24][CH2:23]1. The catalyst class is: 32. (2) Reactant: [NH2:1][C:2]1[CH:3]=[C:4]2[C:8](=[CH:9][CH:10]=1)[CH2:7][CH2:6][CH2:5]2.[CH3:11][N:12]([CH3:26])[C:13]1([C:20]2[CH:25]=[CH:24][CH:23]=[CH:22][CH:21]=2)[CH2:18][CH2:17][C:16](=O)[CH2:15][CH2:14]1.C(O)(=O)C.C(O[BH-](OC(=O)C)OC(=O)C)(=O)C.[Na+]. Product: [CH2:7]1[C:8]2[C:4](=[CH:3][C:2]([NH:1][CH:16]3[CH2:15][CH2:14][C:13]([C:20]4[CH:21]=[CH:22][CH:23]=[CH:24][CH:25]=4)([N:12]([CH3:26])[CH3:11])[CH2:18][CH2:17]3)=[CH:10][CH:9]=2)[CH2:5][CH2:6]1. The catalyst class is: 26. (3) Reactant: [H-].[Na+].[F:3][C:4]1[C:9]([C:10]2[NH:14][CH:13]=[C:12]([CH2:15][N:16]([CH3:24])[C:17](=[O:23])[O:18][C:19]([CH3:22])([CH3:21])[CH3:20])[CH:11]=2)=[CH:8][CH:7]=[CH:6][N:5]=1.C1OCCOCCOCCOCCOC1.[S:40]1[CH:44]=[CH:43][C:42]([S:45](Cl)(=[O:47])=[O:46])=[CH:41]1. Product: [F:3][C:4]1[C:9]([C:10]2[N:14]([S:45]([C:42]3[CH:43]=[CH:44][S:40][CH:41]=3)(=[O:47])=[O:46])[CH:13]=[C:12]([CH2:15][N:16]([CH3:24])[C:17](=[O:23])[O:18][C:19]([CH3:20])([CH3:21])[CH3:22])[CH:11]=2)=[CH:8][CH:7]=[CH:6][N:5]=1. The catalyst class is: 30.